Dataset: CYP2C9 substrate classification data from Carbon-Mangels et al.. Task: Regression/Classification. Given a drug SMILES string, predict its absorption, distribution, metabolism, or excretion properties. Task type varies by dataset: regression for continuous measurements (e.g., permeability, clearance, half-life) or binary classification for categorical outcomes (e.g., BBB penetration, CYP inhibition). Dataset: cyp2c9_substrate_carbonmangels. (1) The drug is CC[C@]1(O)C[C@H]2CN(CCc3c([nH]c4ccccc34)[C@@](C(=O)OC)(c3cc4c(cc3OC)N(C)[C@H]3[C@@](O)(C(=O)OC)[C@H](OC(C)=O)[C@]5(CC)C=CCN6CC[C@]43[C@@H]65)C2)C1. The result is 0 (non-substrate). (2) The molecule is O=c1c(O)c(-c2ccc(O)c(O)c2)oc2cc(O)cc(O)c12. The result is 0 (non-substrate). (3) The result is 0 (non-substrate). The compound is CCCOCCOC(=O)C1=C(C)NC(C)=C(C(=O)OCCOCCC)C1c1cccc([N+](=O)[O-])c1. (4) The drug is CCN(CC)CCNC(=O)c1cc(Cl)c(N)cc1OC. The result is 0 (non-substrate). (5) The drug is CN(C)CCc1c[nH]c2ccc(C[C@H]3COC(=O)N3)cc12. The result is 0 (non-substrate). (6) The drug is CCN(CC)CCC[C@@H](C)Nc1c2ccc(Cl)cc2nc2ccc(OC)cc12. The result is 0 (non-substrate). (7) The molecule is CN1C(=O)[C@H](O)N=C(c2ccccc2)c2cc(Cl)ccc21. The result is 1 (substrate).